This data is from Reaction yield outcomes from USPTO patents with 853,638 reactions. The task is: Predict the reaction yield, written as a fraction of the theoretical maximum amount of product (1.0 means a 100% yield; for example, 0.34 means a 34% yield). (1) The reactants are [CH3:1][O:2][C:3](=[O:12])[CH2:4][C:5]1[CH:10]=[CH:9][C:8](Br)=[CH:7][CH:6]=1.C1(P(C2CCCCC2)C2C=CC=CC=2C2C(OC)=CC=CC=2OC)CCCCC1.P([O-])([O-])([O-])=O.[K+].[K+].[K+].[CH2:50]([C:52]([C:71]1[CH:76]=[CH:75][C:74](/[CH:77]=[CH:78]/[C:79]2([OH:85])[CH2:84][CH2:83][O:82][CH2:81][CH2:80]2)=[C:73]([CH3:86])[CH:72]=1)([C:55]1[CH:60]=[CH:59][C:58](B2OC(C)(C)C(C)(C)O2)=[C:57]([CH3:70])[CH:56]=1)[CH2:53][CH3:54])[CH3:51].C(=O)(O)[O-].[Na+]. The catalyst is C1(C)C=CC=CC=1.C([O-])(=O)C.[Pd+2].C([O-])(=O)C.O. The product is [CH3:1][O:2][C:3](=[O:12])[CH2:4][C:5]1[CH:10]=[CH:9][C:8]([C:58]2[CH:59]=[CH:60][C:55]([C:52]([CH2:53][CH3:54])([C:71]3[CH:76]=[CH:75][C:74](/[CH:77]=[CH:78]/[C:79]4([OH:85])[CH2:84][CH2:83][O:82][CH2:81][CH2:80]4)=[C:73]([CH3:86])[CH:72]=3)[CH2:50][CH3:51])=[CH:56][C:57]=2[CH3:70])=[CH:7][CH:6]=1. The yield is 0.490. (2) The reactants are [Cl:1][C:2]1[N:7]=[CH:6][C:5]([C:8]([C:10]2[CH:15]=[CH:14][CH:13]=[CH:12][CH:11]=2)=O)=[CH:4][CH:3]=1.CCN(C(C)C)C(C)C.Cl.[NH2:26][OH:27]. The catalyst is CCO. The product is [Cl:1][C:2]1[N:7]=[CH:6][C:5]([C:8]([C:10]2[CH:15]=[CH:14][CH:13]=[CH:12][CH:11]=2)=[N:26][OH:27])=[CH:4][CH:3]=1. The yield is 0.890. (3) The reactants are [CH3:1][O:2][C:3]1[N:8]=[C:7]([C:9]#[N:10])[C:6]([N+:11]([O-])=O)=[CH:5][CH:4]=1.Cl[Sn]Cl.[OH-].[Na+]. The catalyst is COCCOCCOC.Cl. The product is [NH2:11][C:6]1[C:7]([C:9]#[N:10])=[N:8][C:3]([O:2][CH3:1])=[CH:4][CH:5]=1. The yield is 0.580. (4) The reactants are [NH2:1][C:2]1[C:3]([CH3:11])=[C:4]([CH2:9][OH:10])[CH:5]=[CH:6][C:7]=1[CH3:8].[C:12](=[O:15])([O-])O.[Na+].ICl.[I-:19].[C:20](OC(=O)C)(=[O:22])[CH3:21].[CH3:27]N(C1C=CC=CN=1)C. The catalyst is CO.ClCCl. The product is [C:20]([NH:1][C:2]1[C:3]([CH3:11])=[C:4]([C:5]([I:19])=[CH:6][C:7]=1[CH3:8])[CH2:9][O:10][C:12](=[O:15])[CH3:27])(=[O:22])[CH3:21]. The yield is 0.950. (5) The reactants are Cl[C:2]1[CH:7]=[CH:6][C:5]([N+:8]([O-:10])=[O:9])=[CH:4][N:3]=1.C(N(CC)C(C)C)(C)C.[O:20]=[C:21]1[CH2:26][NH:25][CH2:24][CH2:23][NH:22]1.O. The catalyst is CN(C=O)C. The product is [N+:8]([C:5]1[CH:6]=[CH:7][C:2]([N:25]2[CH2:24][CH2:23][NH:22][C:21](=[O:20])[CH2:26]2)=[N:3][CH:4]=1)([O-:10])=[O:9]. The yield is 0.680.